Dataset: Full USPTO retrosynthesis dataset with 1.9M reactions from patents (1976-2016). Task: Predict the reactants needed to synthesize the given product. (1) Given the product [O:31]1[C:32]2[C:37](=[CH:36][CH:35]=[CH:34][CH:33]=2)[CH:28]([NH:1][C:2]2[C:3]3[N:4]([C:14]([CH3:18])=[C:15]([CH3:17])[N:16]=3)[CH:5]=[C:6]([C:8]([O:10][CH:11]([CH3:13])[CH3:12])=[O:9])[CH:7]=2)[CH2:29][CH2:30]1, predict the reactants needed to synthesize it. The reactants are: [NH2:1][C:2]1[C:3]2[N:4]([C:14]([CH3:18])=[C:15]([CH3:17])[N:16]=2)[CH:5]=[C:6]([C:8]([O:10][CH:11]([CH3:13])[CH3:12])=[O:9])[CH:7]=1.[I-].[Na+].C(=O)([O-])[O-].[K+].[K+].Cl[CH:28]1[C:37]2[C:32](=[CH:33][CH:34]=[CH:35][CH:36]=2)[O:31][CH2:30][CH2:29]1. (2) Given the product [CH:1]([N:12]([OH:11])[CH:13]([CH:45]([CH3:47])[CH3:46])[CH2:14][S:15]([C:18]1[CH:19]=[CH:20][C:21]([C:24]2[CH:29]=[CH:28][CH:27]=[C:26]([CH2:30][NH:31][C:32]([C:34]3[NH:43][C:42](=[O:44])[C:41]4[C:36](=[CH:37][CH:38]=[CH:39][CH:40]=4)[N:35]=3)=[O:33])[CH:25]=2)=[CH:22][CH:23]=1)(=[O:16])=[O:17])=[O:2], predict the reactants needed to synthesize it. The reactants are: [CH:1](O)=[O:2].C(OC(=O)C)(=O)C.[OH:11][NH:12][CH:13]([CH:45]([CH3:47])[CH3:46])[CH2:14][S:15]([C:18]1[CH:23]=[CH:22][C:21]([C:24]2[CH:29]=[CH:28][CH:27]=[C:26]([CH2:30][NH:31][C:32]([C:34]3[NH:43][C:42](=[O:44])[C:41]4[C:36](=[CH:37][CH:38]=[CH:39][CH:40]=4)[N:35]=3)=[O:33])[CH:25]=2)=[CH:20][CH:19]=1)(=[O:17])=[O:16]. (3) Given the product [CH3:14][O:15][C:16](=[O:27])[CH2:17][CH2:18][C:19]1[CH:24]=[CH:23][C:22]([O:25][C:2]2[CH:3]=[C:4]([CH2:5][NH2:6])[CH:7]=[CH:8][C:9]=2[C:10]([F:13])([F:12])[F:11])=[CH:21][C:20]=1[CH3:26], predict the reactants needed to synthesize it. The reactants are: F[C:2]1[CH:3]=[C:4]([CH:7]=[CH:8][C:9]=1[C:10]([F:13])([F:12])[F:11])[C:5]#[N:6].[CH3:14][O:15][C:16](=[O:27])[CH2:17][CH2:18][C:19]1[CH:24]=[CH:23][C:22]([OH:25])=[CH:21][C:20]=1[CH3:26].